From a dataset of Full USPTO retrosynthesis dataset with 1.9M reactions from patents (1976-2016). Predict the reactants needed to synthesize the given product. (1) Given the product [Cl:7][C:8]1[CH:9]=[CH:10][C:11]([C@@H:14]([CH3:19])[CH2:15][CH2:16][OH:17])=[CH:12][CH:13]=1, predict the reactants needed to synthesize it. The reactants are: [H-].[H-].[H-].[H-].[Li+].[Al+3].[Cl:7][C:8]1[CH:13]=[CH:12][C:11]([C@@H:14]([CH3:19])[CH2:15][C:16](O)=[O:17])=[CH:10][CH:9]=1.O.O.O.O.O.O.O.O.O.O.S([O-])([O-])(=O)=O.[Na+].[Na+].O. (2) Given the product [Br:8][C:6]1[CH:7]=[C:2]([CH:17]=[O:18])[CH:3]=[N:4][CH:5]=1, predict the reactants needed to synthesize it. The reactants are: Br[C:2]1[CH:3]=[N:4][CH:5]=[C:6]([Br:8])[CH:7]=1.[Li]CCCC.CN([CH:17]=[O:18])C. (3) Given the product [C:12]([O:16][C:17]([N:19]1[CH2:24][CH2:23][N:22]([C:6](=[O:8])[C:5]2[CH:9]=[CH:10][C:2]([Br:1])=[CH:3][C:4]=2[F:11])[CH2:21][CH2:20]1)=[O:18])([CH3:15])([CH3:13])[CH3:14], predict the reactants needed to synthesize it. The reactants are: [Br:1][C:2]1[CH:10]=[CH:9][C:5]([C:6]([OH:8])=O)=[C:4]([F:11])[CH:3]=1.[C:12]([O:16][C:17]([N:19]1[CH2:24][CH2:23][NH:22][CH2:21][CH2:20]1)=[O:18])([CH3:15])([CH3:14])[CH3:13]. (4) Given the product [C:1]([C:4]1[C:5]([NH:13][C:14]2[C:19]([F:20])=[CH:18][C:17]([N:21]3[CH2:26][CH2:25][N:24]([C:27]([O:29][C:30]([CH3:33])([CH3:32])[CH3:31])=[O:28])[CH2:23][CH2:22]3)=[C:16]([F:34])[CH:15]=2)=[N:6][C:7]([S:11][CH3:12])=[N:8][C:9]=1[NH:36][NH2:37])(=[O:3])[NH2:2], predict the reactants needed to synthesize it. The reactants are: [C:1]([C:4]1[C:5]([NH:13][C:14]2[C:19]([F:20])=[CH:18][C:17]([N:21]3[CH2:26][CH2:25][N:24]([C:27]([O:29][C:30]([CH3:33])([CH3:32])[CH3:31])=[O:28])[CH2:23][CH2:22]3)=[C:16]([F:34])[CH:15]=2)=[N:6][C:7]([S:11][CH3:12])=[N:8][C:9]=1Cl)(=[O:3])[NH2:2].O.[NH2:36][NH2:37]. (5) Given the product [CH3:9][C@@H:8]([C:10]1[CH:11]=[C:12]2[C:17](=[CH:18][CH:19]=1)[C@H:16]([NH:20][C:21](=[O:42])[CH2:22][C@@H:23]1[CH2:28][CH2:27][CH2:26][CH2:25][N:24]1[S:29]([C:32]1[CH:37]=[CH:36][CH:35]=[C:34]([C:38]([F:40])([F:41])[F:39])[CH:33]=1)(=[O:31])=[O:30])[CH2:15][CH2:14][CH2:13]2)[CH2:7][N:1]1[CH2:6][CH2:5][CH2:4][CH2:3][CH2:2]1, predict the reactants needed to synthesize it. The reactants are: [N:1]1([CH2:7][C:8]([C:10]2[CH:11]=[C:12]3[C:17](=[CH:18][CH:19]=2)[CH:16]([NH:20][C:21](=[O:42])[CH2:22][CH:23]2[CH2:28][CH2:27][CH2:26][CH2:25][N:24]2[S:29]([C:32]2[CH:37]=[CH:36][CH:35]=[C:34]([C:38]([F:41])([F:40])[F:39])[CH:33]=2)(=[O:31])=[O:30])[CH2:15][CH2:14][CH2:13]3)=[CH2:9])[CH2:6][CH2:5][CH2:4][CH2:3][CH2:2]1.